This data is from Full USPTO retrosynthesis dataset with 1.9M reactions from patents (1976-2016). The task is: Predict the reactants needed to synthesize the given product. (1) Given the product [Si:36]([O:35][C@H:28]([C:29]1[CH:30]=[CH:31][CH:32]=[CH:33][CH:34]=1)[C@@H:12]1[NH:11][C@H:15]([CH2:16][C:17]2[CH:18]=[CH:19][C:20]([C:21]([O:23][CH3:24])=[O:22])=[CH:25][CH:26]=2)[CH2:14][CH2:13]1)([C:39]([CH3:41])([CH3:42])[CH3:40])([CH3:38])[CH3:37], predict the reactants needed to synthesize it. The reactants are: C(OC([NH:11][C@@H:12]([C@H:28]([O:35][Si:36]([C:39]([CH3:42])([CH3:41])[CH3:40])([CH3:38])[CH3:37])[C:29]1[CH:34]=[CH:33][CH:32]=[CH:31][CH:30]=1)[CH2:13][CH2:14][C:15](=O)[CH2:16][C:17]1[CH:26]=[CH:25][C:20]([C:21]([O:23][CH3:24])=[O:22])=[CH:19][CH:18]=1)=O)C1C=CC=CC=1. (2) Given the product [F:1][C:2]1[CH:7]=[CH:6][C:5]([O:8][C:10]2[C:19]3[C:14](=[C:15]([O:20][CH3:21])[CH:16]=[CH:17][CH:18]=3)[CH:13]=[C:12]([NH:22][C:23]3[CH:27]=[C:26]([CH3:28])[NH:25][N:24]=3)[N:11]=2)=[CH:4][CH:3]=1, predict the reactants needed to synthesize it. The reactants are: [F:1][C:2]1[CH:7]=[CH:6][C:5]([OH:8])=[CH:4][CH:3]=1.Cl[C:10]1[C:19]2[C:14](=[C:15]([O:20][CH3:21])[CH:16]=[CH:17][CH:18]=2)[CH:13]=[C:12]([NH:22][C:23]2[CH:27]=[C:26]([CH3:28])[NH:25][N:24]=2)[N:11]=1. (3) The reactants are: [F:1][C:2]1[CH:8]=[C:7]([CH:9]=[CH2:10])[CH:6]=[CH:5][C:3]=1[NH2:4].[CH3:11][S:12](Cl)(=[O:14])=[O:13]. Given the product [F:1][C:2]1[CH:8]=[C:7]([CH:9]=[CH2:10])[CH:6]=[CH:5][C:3]=1[NH:4][S:12]([CH3:11])(=[O:14])=[O:13], predict the reactants needed to synthesize it. (4) Given the product [Cl:15][C:4]1[CH:5]=[C:6]2[C:10](=[C:2]([C:20]3[CH:19]=[CH:18][C:17]([F:16])=[C:22]([F:23])[CH:21]=3)[CH:3]=1)[NH:9][C:8]([C:11]([NH2:13])=[O:12])=[C:7]2[CH3:14], predict the reactants needed to synthesize it. The reactants are: Br[C:2]1[CH:3]=[C:4]([Cl:15])[CH:5]=[C:6]2[C:10]=1[NH:9][C:8]([C:11]([NH2:13])=[O:12])=[C:7]2[CH3:14].[F:16][C:17]1[CH:18]=[C:19](B(O)O)[CH:20]=[CH:21][C:22]=1[F:23]. (5) Given the product [ClH:34].[CH3:33][S:30]([C:27]1[CH:26]=[CH:25][C:24]([N:5]2[C:6](=[O:23])[CH:7]=[C:8]([O:9][CH:10]3[CH2:15][CH2:14][NH:13][CH2:12][CH2:11]3)[C:3]([C:1]#[N:2])=[N:4]2)=[CH:29][CH:28]=1)(=[O:32])=[O:31], predict the reactants needed to synthesize it. The reactants are: [C:1]([C:3]1[C:8]([O:9][CH:10]2[CH2:15][CH2:14][N:13](C(OC(C)(C)C)=O)[CH2:12][CH2:11]2)=[CH:7][C:6](=[O:23])[N:5]([C:24]2[CH:29]=[CH:28][C:27]([S:30]([CH3:33])(=[O:32])=[O:31])=[CH:26][CH:25]=2)[N:4]=1)#[N:2].[ClH:34].O1CCOCC1.CCOCC. (6) Given the product [OH:37][NH:36][C:1]([C:3]1[CH:4]=[CH:5][C:6]([CH2:7][N:8]([CH:22]2[CH2:23][CH2:24][N:25]([CH2:28][CH2:29][CH:30]([CH3:31])[CH3:32])[CH2:26][CH2:27]2)[C:9]([C:11]2[CH:16]=[CH:15][C:14]([CH2:17][CH2:18][CH2:19][CH2:20][CH3:21])=[CH:13][N:12]=2)=[O:10])=[CH:33][CH:34]=1)=[NH:2], predict the reactants needed to synthesize it. The reactants are: [C:1]([C:3]1[CH:34]=[CH:33][C:6]([CH2:7][N:8]([CH:22]2[CH2:27][CH2:26][N:25]([CH2:28][CH2:29][CH:30]([CH3:32])[CH3:31])[CH2:24][CH2:23]2)[C:9]([C:11]2[CH:16]=[CH:15][C:14]([CH2:17][CH2:18][CH2:19][CH2:20][CH3:21])=[CH:13][N:12]=2)=[O:10])=[CH:5][CH:4]=1)#[N:2].Cl.[NH2:36][OH:37].C(=O)([O-])O.[Na+].